This data is from Full USPTO retrosynthesis dataset with 1.9M reactions from patents (1976-2016). The task is: Predict the reactants needed to synthesize the given product. (1) Given the product [CH2:1]([S:3][C:4]1[CH:9]=[CH:8][CH:7]=[CH:6][C:5]=1[C:10]1[N:34]([CH3:33])[C:12]([C:15]2[CH:20]=[CH:19][C:18]([CH2:21][CH2:22][CH2:23][CH2:24][CH3:25])=[CH:17][CH:16]=2)=[N:13][N:14]=1)[CH3:2], predict the reactants needed to synthesize it. The reactants are: [CH2:1]([S:3][C:4]1[CH:9]=[CH:8][CH:7]=[CH:6][C:5]=1[C:10]1O[C:12]([C:15]2[CH:20]=[CH:19][C:18]([CH2:21][CH2:22][CH2:23][CH2:24][CH3:25])=[CH:17][CH:16]=2)=[N:13][N:14]=1)[CH3:2].FC(F)(F)C([O-])=O.[CH3:33][NH3+:34].CN. (2) Given the product [C:20]([C:19]1[CH:18]=[CH:17][C:16]([C:8]2[CH:9]=[C:10]3[N:15]([CH2:36][C@@H:33]4[CH2:34][CH2:35][N:31]([C:24]([O:26][C:27]([CH3:28])([CH3:30])[CH3:29])=[O:25])[CH2:32]4)[CH:14]=[CH:13][C:11]3=[N:12][C:7]=2[N:1]2[CH2:6][CH2:5][O:4][CH2:3][CH2:2]2)=[CH:23][CH:22]=1)#[N:21], predict the reactants needed to synthesize it. The reactants are: [N:1]1([C:7]2[N:12]=[C:11]3[CH:13]=[CH:14][NH:15][C:10]3=[CH:9][C:8]=2[C:16]2[CH:23]=[CH:22][C:19]([C:20]#[N:21])=[CH:18][CH:17]=2)[CH2:6][CH2:5][O:4][CH2:3][CH2:2]1.[C:24]([N:31]1[CH2:35][CH2:34][C@@H:33]([CH2:36]Br)[CH2:32]1)([O:26][C:27]([CH3:30])([CH3:29])[CH3:28])=[O:25].C(=O)([O-])[O-].[Cs+].[Cs+].